The task is: Predict the product of the given reaction.. This data is from Forward reaction prediction with 1.9M reactions from USPTO patents (1976-2016). (1) Given the reactants [C:1]1([O:7][C:8]([C:10]2[CH:18]=[CH:17][C:13]3[NH:14][N:15]=[N:16][C:12]=3[CH:11]=2)=[O:9])[CH:6]=[CH:5][CH:4]=[CH:3][CH:2]=1.[CH:19](Cl)=[O:20].[CH2:22]([O:34][C:35]1[CH:40]=[CH:39][C:38]([CH3:41])=[CH:37][C:36]=1[NH:42][C:43]([C:45]1[CH:46]=[C:47]([O:56][C:57](=[O:66])[C:58]2[CH:63]=[CH:62][CH:61]=[CH:60][C:59]=2[NH:64][CH3:65])[C:48]2[C:53]([C:54]=1[OH:55])=[CH:52][CH:51]=[CH:50][CH:49]=2)=[O:44])[CH2:23][CH2:24][CH2:25][CH2:26][CH2:27][CH2:28][CH2:29][CH2:30][CH2:31][CH2:32][CH3:33].CN(C)C1C=CC=CC=1, predict the reaction product. The product is: [CH2:22]([O:34][C:35]1[CH:40]=[CH:39][C:38]([CH3:41])=[CH:37][C:36]=1[NH:42][C:43]([C:45]1[CH:46]=[C:47]([O:56][C:57]([C:58]2[CH:63]=[CH:62][CH:61]=[CH:60][C:59]=2[N:64]([CH3:65])[C:19]([N:14]2[C:13]3[CH:17]=[CH:18][C:10]([C:8]([O:7][C:1]4[CH:2]=[CH:3][CH:4]=[CH:5][CH:6]=4)=[O:9])=[CH:11][C:12]=3[N:16]=[N:15]2)=[O:20])=[O:66])[C:48]2[C:53]([C:54]=1[OH:55])=[CH:52][CH:51]=[CH:50][CH:49]=2)=[O:44])[CH2:23][CH2:24][CH2:25][CH2:26][CH2:27][CH2:28][CH2:29][CH2:30][CH2:31][CH2:32][CH3:33]. (2) Given the reactants [C:1]([C:5]1[CH:9]=[C:8]([NH:10][C:11]([NH:13][C@@H:14]2[C:23]3[C:18](=[CH:19][CH:20]=[CH:21][CH:22]=3)[C@H:17]([O:24][C:25]3[CH:26]=[CH:27][C:28]4[N:29]([C:31]([N:34]5[CH2:39][CH2:38][CH2:37][CH2:36][CH2:35]5)=[N:32][N:33]=4)[CH:30]=3)[CH2:16][CH2:15]2)=[O:12])[N:7]([C:40]2[CH:41]=[N:42][N:43]([CH2:45][CH2:46][O:47]C3CCCCO3)[CH:44]=2)[N:6]=1)([CH3:4])([CH3:3])[CH3:2].C1(C)C=CC(S([O-])(=O)=O)=CC=1.[NH+]1C=CC=CC=1.O.C([O-])(O)=O.[Na+], predict the reaction product. The product is: [C:1]([C:5]1[CH:9]=[C:8]([NH:10][C:11]([NH:13][C@@H:14]2[C:23]3[C:18](=[CH:19][CH:20]=[CH:21][CH:22]=3)[C@H:17]([O:24][C:25]3[CH:26]=[CH:27][C:28]4[N:29]([C:31]([N:34]5[CH2:35][CH2:36][CH2:37][CH2:38][CH2:39]5)=[N:32][N:33]=4)[CH:30]=3)[CH2:16][CH2:15]2)=[O:12])[N:7]([C:40]2[CH:41]=[N:42][N:43]([CH2:45][CH2:46][OH:47])[CH:44]=2)[N:6]=1)([CH3:4])([CH3:2])[CH3:3]. (3) Given the reactants [CH2:1]([C:5]1[NH:6][C:7](=O)[CH:8]=[CH:9][C:10]=1[C:11]([O:13][CH2:14][CH3:15])=[O:12])[CH2:2][CH2:3][CH3:4].P(Cl)(Cl)([Cl:19])=O, predict the reaction product. The product is: [CH2:1]([C:5]1[N:6]=[C:7]([Cl:19])[CH:8]=[CH:9][C:10]=1[C:11]([O:13][CH2:14][CH3:15])=[O:12])[CH2:2][CH2:3][CH3:4]. (4) Given the reactants [F:1][C:2]([F:33])([F:32])[C:3]1[CH:12]=[CH:11][C:10]2[CH2:9][CH2:8][N:7](C(C3C=CC=CC=3)(C3C=CC=CC=3)C3C=CC=CC=3)[CH2:6][C:5]=2[N:4]=1.[ClH:34], predict the reaction product. The product is: [ClH:34].[F:33][C:2]([F:1])([F:32])[C:3]1[CH:12]=[CH:11][C:10]2[CH2:9][CH2:8][NH:7][CH2:6][C:5]=2[N:4]=1.